From a dataset of Reaction yield outcomes from USPTO patents with 853,638 reactions. Predict the reaction yield, written as a fraction of the theoretical maximum amount of product (1.0 means a 100% yield; for example, 0.34 means a 34% yield). The reactants are S(=O)(=O)(O)O.[NH2:6][C:7]1[CH:15]=[CH:14][C:13]([N+:16]([O-:18])=[O:17])=[CH:12][C:8]=1[C:9]([O-:11])=[O:10].[K+].O.[C:21]([O-])([O-])=O.[Na+].[Na+]. The catalyst is CO. The product is [CH3:21][O:10][C:9](=[O:11])[C:8]1[CH:12]=[C:13]([N+:16]([O-:18])=[O:17])[CH:14]=[CH:15][C:7]=1[NH2:6]. The yield is 0.800.